Dataset: Reaction yield outcomes from USPTO patents with 853,638 reactions. Task: Predict the reaction yield, written as a fraction of the theoretical maximum amount of product (1.0 means a 100% yield; for example, 0.34 means a 34% yield). The reactants are [NH2:1][C:2]1[CH:10]=[CH:9][C:5]([C:6]([OH:8])=O)=[CH:4][CH:3]=1.O.ON1[C:17]2C=CC=C[C:16]=2N=N1.Cl.C(N=C=NCCCN(C)C)C.Cl.C([CH:37]([CH2:41][NH2:42])[C:38]([OH:40])=[O:39])C.C(N(C(C)C)CC)(C)C. The catalyst is C1COCC1.ClCCl. The product is [CH2:16]([O:40][C:38](=[O:39])[CH2:37][CH2:41][NH:42][C:6](=[O:8])[C:5]1[CH:4]=[CH:3][C:2]([NH2:1])=[CH:10][CH:9]=1)[CH3:17]. The yield is 1.00.